Dataset: Catalyst prediction with 721,799 reactions and 888 catalyst types from USPTO. Task: Predict which catalyst facilitates the given reaction. (1) Reactant: [CH3:1][C:2]1[NH:3][C:4]2[C:9]([CH:10]=1)=[CH:8][CH:7]=[CH:6][C:5]=2[O:11]C.B(Br)(Br)Br.CCOC(C)=O. Product: [CH3:1][C:2]1[NH:3][C:4]2[C:9]([CH:10]=1)=[CH:8][CH:7]=[CH:6][C:5]=2[OH:11]. The catalyst class is: 2. (2) Reactant: [CH3:1][C:2]1[CH:7]=[CH:6][C:5]([S:8]([O:11][C:12]2[CH:17]=[CH:16][CH:15]=[C:14]([O:18]S(C3C=CC(C)=CC=3)(=O)=O)[C:13]=2[NH2:29])(=[O:10])=[O:9])=[CH:4][CH:3]=1.N([O-])=O.[Na+]. Product: [CH3:1][C:2]1[CH:3]=[CH:4][C:5]([S:8]([O:11][C:12]2[CH:17]=[CH:16][CH:15]=[C:14]([OH:18])[C:13]=2[N:29]2[C:17]([CH3:16])=[CH:12][C:13]([CH3:14])=[N:29]2)(=[O:10])=[O:9])=[CH:6][CH:7]=1. The catalyst class is: 223. (3) Reactant: [Cl:1][C:2]1[CH:3]=[C:4]([C:12]2[O:16][N:15]=[C:14]([C:17]3[C:27]4[O:26][CH2:25][CH2:24][N:23]([C:28]([O:30][C:31]([CH3:34])([CH3:33])[CH3:32])=[O:29])[CH:22]([CH2:35][CH2:36][CH2:37][C:38]([O:40]CC)=[O:39])[C:21]=4[CH:20]=[CH:19][CH:18]=3)[N:13]=2)[CH:5]=[N:6][C:7]=1[O:8][CH:9]([CH3:11])[CH3:10].[OH-].[Na+]. Product: [CH3:7][CH2:2][CH2:3][CH:4]([CH3:12])[CH3:5].[Cl:1][C:2]1[CH:3]=[C:4]([C:12]2[O:16][N:15]=[C:14]([C:17]3[C:27]4[O:26][CH2:25][CH2:24][N:23]([C:28]([O:30][C:31]([CH3:32])([CH3:33])[CH3:34])=[O:29])[CH:22]([CH2:35][CH2:36][CH2:37][C:38]([OH:40])=[O:39])[C:21]=4[CH:20]=[CH:19][CH:18]=3)[N:13]=2)[CH:5]=[N:6][C:7]=1[O:8][CH:9]([CH3:11])[CH3:10]. The catalyst class is: 8. (4) Reactant: [Li+].[OH-].C[O:4][C:5](=[O:29])[CH2:6][N:7]([CH:15]([C:17]1[CH:22]=[CH:21][C:20]([C:23]2[CH:28]=[CH:27][CH:26]=[CH:25][CH:24]=2)=[CH:19][CH:18]=1)[CH3:16])[C:8]([O:10][C:11]([CH3:14])([CH3:13])[CH3:12])=[O:9]. Product: [C:20]1([C:23]2[CH:24]=[CH:25][CH:26]=[CH:27][CH:28]=2)[CH:19]=[CH:18][C:17]([CH:15]([N:7]([CH2:6][C:5]([OH:29])=[O:4])[C:8]([O:10][C:11]([CH3:14])([CH3:13])[CH3:12])=[O:9])[CH3:16])=[CH:22][CH:21]=1. The catalyst class is: 87. (5) Reactant: [CH2:1]([C:3]1[N:7]([C:8]2[N:9]=[C:10]([N:19]3[CH2:24][CH2:23][O:22][CH2:21][CH2:20]3)[C:11]3[N:16]=[C:15]([CH:17]=O)[S:14][C:12]=3[N:13]=2)[C:6]2[CH:25]=[CH:26][CH:27]=[CH:28][C:5]=2[N:4]=1)[CH3:2].[CH3:29][C:30]1([CH3:40])[NH:35][CH2:34][CH2:33][N:32]([CH:36]2[CH2:39][O:38][CH2:37]2)[CH2:31]1.C(O[BH-](OC(=O)C)OC(=O)C)(=O)C.[Na+]. Product: [CH3:29][C:30]1([CH3:40])[CH2:31][N:32]([CH:36]2[CH2:37][O:38][CH2:39]2)[CH2:33][CH2:34][N:35]1[CH2:17][C:15]1[S:14][C:12]2[N:13]=[C:8]([N:7]3[C:6]4[CH:25]=[CH:26][CH:27]=[CH:28][C:5]=4[N:4]=[C:3]3[CH2:1][CH3:2])[N:9]=[C:10]([N:19]3[CH2:20][CH2:21][O:22][CH2:23][CH2:24]3)[C:11]=2[N:16]=1. The catalyst class is: 26. (6) Reactant: [CH2:1]([N:5]1[C:13]2[C:8](=[C:9](I)[CH:10]=[C:11]([C:14]([O:16][CH3:17])=[O:15])[CH:12]=2)[CH:7]=[CH:6]1)[CH2:2][CH2:3][CH3:4].[Cu][C:20]#[N:21]. Product: [CH2:1]([N:5]1[C:13]2[C:8](=[C:9]([C:20]#[N:21])[CH:10]=[C:11]([C:14]([O:16][CH3:17])=[O:15])[CH:12]=2)[CH:7]=[CH:6]1)[CH2:2][CH2:3][CH3:4]. The catalyst class is: 37. (7) Reactant: [CH3:1][O:2][C:3]1[CH:25]=[CH:24][C:6]([CH2:7][C:8]2[C:13]([CH3:14])=[CH:12][C:11]([NH:15]C(=O)OC(C)(C)C)=[CH:10][C:9]=2[CH3:23])=[CH:5][C:4]=1[CH:26]([CH3:28])[CH3:27].C(=O)(O)[O-].[Na+]. The catalyst class is: 330. Product: [CH:26]([C:4]1[CH:5]=[C:6]([CH:24]=[CH:25][C:3]=1[O:2][CH3:1])[CH2:7][C:8]1[C:9]([CH3:23])=[CH:10][C:11]([NH2:15])=[CH:12][C:13]=1[CH3:14])([CH3:28])[CH3:27].